This data is from Reaction yield outcomes from USPTO patents with 853,638 reactions. The task is: Predict the reaction yield, written as a fraction of the theoretical maximum amount of product (1.0 means a 100% yield; for example, 0.34 means a 34% yield). The reactants are C(C1C=CC(Br)=CC=1O)C=C.ClC1C=C(C=CC=1)C(OO)=O.C(=O)([O-])[O-].[K+].[K+].ClC1C2OC(CO)CC=2C(C(F)(F)F)=CC=1.[Br:45][C:46]1[C:51]2[CH2:52][CH:53]([CH2:55][OH:56])[O:54][C:50]=2[CH:49]=[CH:48][CH:47]=1.[C:57]1([CH3:67])[CH:62]=[CH:61][C:60]([S:63](Cl)(=[O:65])=[O:64])=[CH:59][CH:58]=1.CC1C=CC(S(OCC2CC3C(C(F)(F)F)=CC=C(Cl)C=3O2)(=O)=O)=CC=1. No catalyst specified. The product is [CH3:67][C:57]1[CH:62]=[CH:61][C:60]([S:63]([O:56][CH2:55][CH:53]2[CH2:52][C:51]3[C:46]([Br:45])=[CH:47][CH:48]=[CH:49][C:50]=3[O:54]2)(=[O:65])=[O:64])=[CH:59][CH:58]=1. The yield is 0.780.